From a dataset of Forward reaction prediction with 1.9M reactions from USPTO patents (1976-2016). Predict the product of the given reaction. Given the reactants C([O-])([O-])=O.[K+].[K+].[Br:7][C:8]1[CH:13]=[CH:12][CH:11]=[C:10]([Br:14])[C:9]=1[OH:15].[CH2:16](Br)[C:17]1[CH:22]=[CH:21][CH:20]=[CH:19][CH:18]=1, predict the reaction product. The product is: [CH2:16]([O:15][C:9]1[C:8]([Br:7])=[CH:13][CH:12]=[CH:11][C:10]=1[Br:14])[C:17]1[CH:22]=[CH:21][CH:20]=[CH:19][CH:18]=1.